From a dataset of Peptide-MHC class I binding affinity with 185,985 pairs from IEDB/IMGT. Regression. Given a peptide amino acid sequence and an MHC pseudo amino acid sequence, predict their binding affinity value. This is MHC class I binding data. The peptide sequence is LPSELETPNL. The MHC is HLA-B35:01 with pseudo-sequence HLA-B35:01. The binding affinity (normalized) is 0.382.